Dataset: Ames mutagenicity test results for genotoxicity prediction. Task: Regression/Classification. Given a drug SMILES string, predict its toxicity properties. Task type varies by dataset: regression for continuous values (e.g., LD50, hERG inhibition percentage) or binary classification for toxic/non-toxic outcomes (e.g., AMES mutagenicity, cardiotoxicity, hepatotoxicity). Dataset: ames. (1) The drug is O=C(O)C(Br)Br. The result is 1 (mutagenic). (2) The drug is CC(=O)OC1C(=O)OC2C(OC(C)=O)C(=O)OC12. The result is 0 (non-mutagenic). (3) The result is 0 (non-mutagenic). The molecule is CCOC[C@@H](O)COc1ccc(NC(=O)CC[S+](C)C)cc1. (4) The compound is Cl/C=C\CCl. The result is 1 (mutagenic). (5) The compound is CC1(C)C(C=C(Cl)Cl)C1C(=O)OC(C#N)c1cccc(Oc2ccccc2)c1. The result is 0 (non-mutagenic). (6) The molecule is O=C(CBr)c1ccccc1. The result is 0 (non-mutagenic).